This data is from TCR-epitope binding with 47,182 pairs between 192 epitopes and 23,139 TCRs. The task is: Binary Classification. Given a T-cell receptor sequence (or CDR3 region) and an epitope sequence, predict whether binding occurs between them. (1) The epitope is FTYASALWEI. The TCR CDR3 sequence is CASSPLVPYEQYF. Result: 0 (the TCR does not bind to the epitope). (2) The epitope is YVLDHLIVV. The TCR CDR3 sequence is CAIGTGHPRTF. Result: 0 (the TCR does not bind to the epitope). (3) The epitope is EEHVQIHTI. The TCR CDR3 sequence is CASSEIRASGTDTQYF. Result: 1 (the TCR binds to the epitope). (4) The epitope is LSDDAVVCFNSTY. The TCR CDR3 sequence is CASSLGPSGGELFF. Result: 0 (the TCR does not bind to the epitope). (5) The epitope is GILGFVFTL. The TCR CDR3 sequence is CASSLDRAGGSYEQYF. Result: 1 (the TCR binds to the epitope).